Dataset: Catalyst prediction with 721,799 reactions and 888 catalyst types from USPTO. Task: Predict which catalyst facilitates the given reaction. (1) Reactant: [F:1][C:2]([F:13])([F:12])[C:3]1[CH:11]=[CH:10][CH:9]=[CH:8][C:4]=1[C:5]([NH2:7])=[NH:6].[O-]CC.[Na+].C[O:19][C:20](=O)[CH2:21][C:22](=O)[C:23]([CH3:26])([CH3:25])[CH3:24]. Product: [C:23]([C:22]1[N:7]=[C:5]([C:4]2[CH:8]=[CH:9][CH:10]=[CH:11][C:3]=2[C:2]([F:12])([F:13])[F:1])[NH:6][C:20](=[O:19])[CH:21]=1)([CH3:26])([CH3:25])[CH3:24]. The catalyst class is: 8. (2) Reactant: [Cl:1][C:2]1[CH:7]=[CH:6][CH:5]=[C:4]([Cl:8])[C:3]=1[NH:9][C:10]([NH:12][C:13]1[S:14][C:15]([CH3:21])=[CH:16][C:17]=1[C:18]([OH:20])=O)=[O:11].CN(C(ON1N=NC2C=CC=NC1=2)=[N+](C)C)C.F[P-](F)(F)(F)(F)F.CCN(C(C)C)C(C)C.Cl.[NH2:56][C@@H:57]([CH:62]1[CH2:67][CH2:66][CH2:65][CH2:64][CH2:63]1)[C:58]([O:60][CH3:61])=[O:59]. Product: [CH:62]1([C@H:57]([NH:56][C:18]([C:17]2[CH:16]=[C:15]([CH3:21])[S:14][C:13]=2[NH:12][C:10]([NH:9][C:3]2[C:4]([Cl:8])=[CH:5][CH:6]=[CH:7][C:2]=2[Cl:1])=[O:11])=[O:20])[C:58]([O:60][CH3:61])=[O:59])[CH2:67][CH2:66][CH2:65][CH2:64][CH2:63]1. The catalyst class is: 3.